This data is from Full USPTO retrosynthesis dataset with 1.9M reactions from patents (1976-2016). The task is: Predict the reactants needed to synthesize the given product. (1) Given the product [CH2:10]([N:12]([CH2:6][C:5]1[CH:8]=[CH:9][C:2]([F:1])=[CH:3][CH:4]=1)[C:13](=[O:15])[CH3:14])[CH3:11], predict the reactants needed to synthesize it. The reactants are: [F:1][C:2]1[CH:9]=[CH:8][C:5]([CH2:6]Br)=[CH:4][CH:3]=1.[CH2:10]([NH:12][C:13](=[O:15])[CH3:14])[CH3:11]. (2) The reactants are: [BH4-].[Na+].[Br:3][CH2:4][C:5]([C:7]1[S:11][C:10]([C:12]#[N:13])=[CH:9][CH:8]=1)=[O:6].Br. Given the product [Br:3][CH2:4][CH:5]([C:7]1[S:11][C:10]([C:12]#[N:13])=[CH:9][CH:8]=1)[OH:6], predict the reactants needed to synthesize it. (3) Given the product [ClH:1].[Cl:1][C:2]1[CH:3]=[CH:4][C:5]([C:8]2[S:9][C:10]3[C:11](=[O:31])[N:12]([C:17]4[CH:22]=[CH:21][C:20]([N:23]5[CH2:24][CH2:25][O:26][CH2:27][CH2:28]5)=[C:19]([O:29][CH3:30])[CH:18]=4)[CH2:13][CH2:14][C:15]=3[N:16]=2)=[CH:6][CH:7]=1, predict the reactants needed to synthesize it. The reactants are: [Cl:1][C:2]1[CH:7]=[CH:6][C:5]([C:8]2[S:9][C:10]3[C:11](=[O:31])[N:12]([C:17]4[CH:22]=[CH:21][C:20]([N:23]5[CH2:28][CH2:27][O:26][CH2:25][CH2:24]5)=[C:19]([O:29][CH3:30])[CH:18]=4)[CH2:13][CH2:14][C:15]=3[N:16]=2)=[CH:4][CH:3]=1.Cl.CCOCC. (4) Given the product [CH3:12][C:10]1[C:9]2[C:4](=[CH:5][CH:6]=[CH:7][CH:8]=2)[N:3]=[C:2]([NH:14][C@H:15]2[CH2:19][CH2:18][N:17]([C:20](=[O:33])[CH2:21][C:22]3[CH:23]=[CH:24][C:25]([O:28][C:29]([F:30])([F:31])[F:32])=[CH:26][CH:27]=3)[CH2:16]2)[CH:11]=1, predict the reactants needed to synthesize it. The reactants are: Cl[C:2]1[CH:11]=[C:10]([CH3:12])[C:9]2[C:4](=[CH:5][CH:6]=[CH:7][CH:8]=2)[N:3]=1.Cl.[NH2:14][C@H:15]1[CH2:19][CH2:18][N:17]([C:20](=[O:33])[CH2:21][C:22]2[CH:27]=[CH:26][C:25]([O:28][C:29]([F:32])([F:31])[F:30])=[CH:24][CH:23]=2)[CH2:16]1.C(N(CC)C(C)C)(C)C.C(O)CCC. (5) Given the product [CH3:2][O:3][C:4]([CH:6]1[CH2:11][N:10]([C:12]2[CH:17]=[C:16]([C:18]3[CH:23]=[CH:22][C:21]([Cl:24])=[C:20]([Cl:25])[CH:19]=3)[N:15]=[CH:14][N:13]=2)[CH2:9][CH2:8][NH:7]1)=[O:5], predict the reactants needed to synthesize it. The reactants are: Cl.[CH3:2][O:3][C:4]([CH:6]1[CH2:11][N:10]([C:12]2[CH:17]=[C:16]([C:18]3[CH:23]=[CH:22][C:21]([Cl:24])=[C:20]([Cl:25])[CH:19]=3)[N:15]=[CH:14][N:13]=2)[CH2:9][CH2:8][N:7]1C(OC(C)(C)C)=O)=[O:5]. (6) Given the product [C:43]([O:8][CH2:4][C:5]([NH:21][C:22]1[CH:41]=[N:40][C:25]2[N:26]=[CH:27][N:28]([CH2:31][C:32]3[CH:37]=[CH:36][C:35]([Cl:38])=[C:34]([Cl:39])[CH:33]=3)[C:29](=[O:30])[C:24]=2[CH:23]=1)=[O:7])(=[O:10])[CH3:44], predict the reactants needed to synthesize it. The reactants are: C([CH:4]([OH:8])[C:5]([OH:7])=O)(=O)C.C(N1C=CN=C1)(N1C=CN=C1)=[O:10].[NH2:21][C:22]1[CH:41]=[N:40][C:25]2[N:26]=[CH:27][N:28]([CH2:31][C:32]3[CH:37]=[CH:36][C:35]([Cl:38])=[C:34]([Cl:39])[CH:33]=3)[C:29](=[O:30])[C:24]=2[CH:23]=1.Cl[CH:43](Cl)[CH3:44]. (7) Given the product [Cl:18][CH2:19][C:20]([C:16]1[NH:15][CH:14]=[C:13]([C:11]([C:2]2[CH:3]=[CH:4][C:5]3[C:10](=[CH:9][CH:8]=[CH:7][CH:6]=3)[CH:1]=2)=[O:12])[CH:17]=1)=[O:21], predict the reactants needed to synthesize it. The reactants are: [CH:1]1[C:10]2[C:5](=[CH:6][CH:7]=[CH:8][CH:9]=2)[CH:4]=[CH:3][C:2]=1[C:11]([C:13]1[CH:17]=[CH:16][NH:15][CH:14]=1)=[O:12].[Cl:18][CH2:19][C:20](Cl)=[O:21].[Cl-].[Al+3].[Cl-].[Cl-]. (8) Given the product [CH2:1]([N:3]([CH2:14][CH3:15])[S:4]([C:7]1[CH:12]=[CH:11][C:10]([C:55]2[CH:56]=[C:51]3[N:50]=[C:49]([CH2:48][CH2:47][C:43]4[CH:42]=[C:41]([O:40][CH3:39])[CH:46]=[CH:45][N:44]=4)[NH:58][C:52]3=[N:53][CH:54]=2)=[CH:9][CH:8]=1)(=[O:6])=[O:5])[CH3:2], predict the reactants needed to synthesize it. The reactants are: [CH2:1]([N:3]([CH2:14][CH3:15])[S:4]([C:7]1[CH:12]=[CH:11][CH:10]=[CH:9][C:8]=1Br)(=[O:6])=[O:5])[CH3:2].B1(B2OC(C)(C)C(C)(C)O2)OC(C)(C)C(C)(C)O1.C([O-])(=O)C.[K+].[CH3:39][O:40][C:41]1[CH:46]=[CH:45][N:44]=[C:43]([CH2:47][CH2:48][C:49]2[NH:58][C:52]3=[N:53][CH:54]=[C:55](I)[CH:56]=[C:51]3[N:50]=2)[CH:42]=1.C(=O)([O-])[O-].[K+].[K+].[Cl-].[Li+]. (9) The reactants are: [Cl:1][C:2]1[C:7]([O:8][CH2:9][C:10]#[CH:11])=[CH:6][C:5]([NH:12][C:13](=O)[CH:14]=[N:15][O:16][CH3:17])=[C:4]([F:19])[CH:3]=1.P(Cl)(Cl)(Cl)(Cl)Cl.[NH:26]1[CH2:30][CH2:29][CH2:28][CH2:27]1. Given the product [CH3:17][O:16][N:15]=[CH:14][C:13](=[N:12][C:5]1[CH:6]=[C:7]([O:8][CH2:9][C:10]#[CH:11])[C:2]([Cl:1])=[CH:3][C:4]=1[F:19])[N:26]1[CH2:30][CH2:29][CH2:28][CH2:27]1, predict the reactants needed to synthesize it.